Predict the reactants needed to synthesize the given product. From a dataset of Full USPTO retrosynthesis dataset with 1.9M reactions from patents (1976-2016). (1) Given the product [Br:1][C:9]1[C:4]([OH:3])=[C:5]([C:11](=[O:13])[CH3:12])[CH:6]=[CH:7][C:8]=1[OH:10], predict the reactants needed to synthesize it. The reactants are: [Br:1]Br.[OH:3][C:4]1[CH:9]=[C:8]([OH:10])[CH:7]=[CH:6][C:5]=1[C:11](=[O:13])[CH3:12]. (2) Given the product [F:1][C:2]1[CH:3]=[C:4]([CH:20]=[CH:21][CH:22]=1)[CH2:5][O:6][C:7]1[CH:8]=[CH:9][C:10]([CH2:11][NH:12][C@@H:13]([CH3:17])[C:14]([NH2:16])=[O:15])=[CH:18][CH:19]=1, predict the reactants needed to synthesize it. The reactants are: [F:1][C:2]1[CH:3]=[C:4]([CH:20]=[CH:21][CH:22]=1)[CH2:5][O:6][C:7]1[CH:19]=[CH:18][C:10]([CH:11]=[N:12][C@@H:13]([CH3:17])[C:14]([NH2:16])=[O:15])=[CH:9][CH:8]=1.[BH4-].[Na+].